Task: Predict the reactants needed to synthesize the given product.. Dataset: Full USPTO retrosynthesis dataset with 1.9M reactions from patents (1976-2016) (1) Given the product [CH:5]1([C:3]2[N:4]=[C:32]([CH2:31][CH2:30][CH:18]3[CH2:17][CH2:16][CH:15]([C:12]4[CH:11]=[CH:10][C:9]([F:8])=[CH:14][CH:13]=4)[N:19]3[S:20]([C:23]3[CH:28]=[CH:27][C:26]([CH3:29])=[CH:25][CH:24]=3)(=[O:22])=[O:21])[O:1][N:2]=2)[CH2:7][CH2:6]1, predict the reactants needed to synthesize it. The reactants are: [OH:1][NH:2][C:3]([CH:5]1[CH2:7][CH2:6]1)=[NH:4].[F:8][C:9]1[CH:14]=[CH:13][C:12]([CH:15]2[N:19]([S:20]([C:23]3[CH:28]=[CH:27][C:26]([CH3:29])=[CH:25][CH:24]=3)(=[O:22])=[O:21])[CH:18]([CH2:30][CH2:31][C:32](O)=O)[CH2:17][CH2:16]2)=[CH:11][CH:10]=1. (2) Given the product [CH3:23][C:22]([NH:1][CH2:2][C@@H:3]1[O:7][C:6](=[O:8])[N:5]([C:9]2[CH:14]=[CH:13][C:12]([N:15]3[CH2:16][CH2:17][O:18][CH2:19][CH2:20]3)=[C:11]([F:21])[CH:10]=2)[CH2:4]1)=[O:24], predict the reactants needed to synthesize it. The reactants are: [NH2:1][CH2:2][C@@H:3]1[O:7][C:6](=[O:8])[N:5]([C:9]2[CH:14]=[CH:13][C:12]([N:15]3[CH2:20][CH2:19][O:18][CH2:17][CH2:16]3)=[C:11]([F:21])[CH:10]=2)[CH2:4]1.[C:22](OC(=O)C)(=[O:24])[CH3:23].C(N(CC)CC)C. (3) Given the product [CH2:25]([O:24][C:22](=[O:23])[C:21](=[O:27])[CH:12]([F:11])[C:13]([C:15]1[CH:20]=[CH:19][CH:18]=[CH:17][CH:16]=1)=[O:14])[CH3:26], predict the reactants needed to synthesize it. The reactants are: C[Si]([N-][Si](C)(C)C)(C)C.[Li+].[F:11][CH2:12][C:13]([C:15]1[CH:20]=[CH:19][CH:18]=[CH:17][CH:16]=1)=[O:14].[C:21](OCC)(=[O:27])[C:22]([O:24][CH2:25][CH3:26])=[O:23].Cl.